From a dataset of NCI-60 drug combinations with 297,098 pairs across 59 cell lines. Regression. Given two drug SMILES strings and cell line genomic features, predict the synergy score measuring deviation from expected non-interaction effect. Drug 1: CCCCCOC(=O)NC1=NC(=O)N(C=C1F)C2C(C(C(O2)C)O)O. Drug 2: CC1C(C(CC(O1)OC2CC(CC3=C2C(=C4C(=C3O)C(=O)C5=C(C4=O)C(=CC=C5)OC)O)(C(=O)CO)O)N)O.Cl. Cell line: TK-10. Synergy scores: CSS=20.6, Synergy_ZIP=-1.92, Synergy_Bliss=-1.74, Synergy_Loewe=-24.1, Synergy_HSA=-2.50.